This data is from Peptide-MHC class II binding affinity with 134,281 pairs from IEDB. The task is: Regression. Given a peptide amino acid sequence and an MHC pseudo amino acid sequence, predict their binding affinity value. This is MHC class II binding data. The peptide sequence is QFRRVKCKYPEGTKV. The binding affinity (normalized) is 0.0266. The MHC is HLA-DPA10103-DPB10201 with pseudo-sequence HLA-DPA10103-DPB10201.